Dataset: Full USPTO retrosynthesis dataset with 1.9M reactions from patents (1976-2016). Task: Predict the reactants needed to synthesize the given product. Given the product [CH3:1][O:2][C:3]([C:5]1[C:13]([Cl:14])=[C:12]2[C:8]([C:9]([CH:16]3[CH2:21][CH2:20][CH2:19][CH2:18][CH2:17]3)=[C:10]([C:35]3[CH:36]=[CH:37][C:32]([O:31][CH3:30])=[CH:33][CH:34]=3)[NH:11]2)=[CH:7][CH:6]=1)=[O:4], predict the reactants needed to synthesize it. The reactants are: [CH3:1][O:2][C:3]([C:5]1[C:13]([Cl:14])=[C:12]2[C:8]([C:9]([CH:16]3[CH2:21][CH2:20][CH2:19][CH2:18][CH2:17]3)=[C:10](Br)[NH:11]2)=[CH:7][CH:6]=1)=[O:4].[Li+].[Cl-].C([O-])([O-])=O.[Na+].[Na+].[CH3:30][O:31][C:32]1[CH:37]=[CH:36][C:35](B(O)O)=[CH:34][CH:33]=1.